Task: Predict the product of the given reaction.. Dataset: Forward reaction prediction with 1.9M reactions from USPTO patents (1976-2016) (1) Given the reactants Br[C:2]1[CH:7]=[C:6]([Cl:8])[CH:5]=[C:4]([Br:9])[CH:3]=1.CC1(C)C(C)(C)OB([C:18]2[CH:23]=[CH:22][N:21]=[CH:20][CH:19]=2)O1.C([O-])([O-])=O.[K+].[K+], predict the reaction product. The product is: [Br:9][C:4]1[CH:3]=[C:2]([C:18]2[CH:23]=[CH:22][N:21]=[CH:20][CH:19]=2)[CH:7]=[C:6]([Cl:8])[CH:5]=1. (2) Given the reactants FC(F)(F)C(O)=O.COC1C=CC(C[N:15](CC2C=CC(OC)=CC=2)[C:16]2[C:25]3[N:26]=[C:27]([NH:33][CH3:34])[N:28]([CH2:29][CH:30]([CH3:32])[CH3:31])[C:24]=3[C:23]3[CH:22]=[CH:21][CH:20]=[CH:19][C:18]=3[N:17]=2)=CC=1, predict the reaction product. The product is: [CH3:34][NH:33][C:27]1[N:28]([CH2:29][CH:30]([CH3:32])[CH3:31])[C:24]2[C:23]3[CH:22]=[CH:21][CH:20]=[CH:19][C:18]=3[N:17]=[C:16]([NH2:15])[C:25]=2[N:26]=1. (3) Given the reactants [CH2:1]([C:4]1[C:8]([CH2:9][CH2:10][CH2:11][OH:12])=[CH:7][N:6]([C:13]2[CH:18]=[CH:17][C:16]([C:19]([F:22])([F:21])[F:20])=[CH:15][N:14]=2)[N:5]=1)[CH2:2][CH3:3].O[C:24]1[N:28]([CH2:29][C:30]([O:32]CC)=[O:31])[N:27]=[CH:26][C:25]=1[CH3:35].C(P(CCCC)CCCC)CCC.N(C(N1CCCCC1)=O)=NC(N1CCCCC1)=O, predict the reaction product. The product is: [CH3:35][C:25]1[CH:26]=[N:27][N:28]([CH2:29][C:30]([OH:32])=[O:31])[C:24]=1[O:12][CH2:11][CH2:10][CH2:9][C:8]1[C:4]([CH2:1][CH2:2][CH3:3])=[N:5][N:6]([C:13]2[CH:18]=[CH:17][C:16]([C:19]([F:21])([F:20])[F:22])=[CH:15][N:14]=2)[CH:7]=1. (4) Given the reactants [CH3:1][S:2]([O:5][C:6]1[C:26](=[O:27])[N:10]2[CH2:11][CH:12]3[CH2:17][CH2:16][C:15]([NH:18]C(OC(C)(C)C)=O)([C:9]2=[N:8][C:7]=1[C:28](=[O:38])[NH:29][CH2:30][C:31]1[CH:36]=[CH:35][C:34]([F:37])=[CH:33][CH:32]=1)[CH2:14][CH2:13]3)(=[O:4])=[O:3].O1CCOCC1.[ClH:45], predict the reaction product. The product is: [ClH:45].[CH3:1][S:2]([O:5][C:6]1[C:26](=[O:27])[N:10]2[CH2:11][CH:12]3[CH2:17][CH2:16][C:15]([NH2:18])([C:9]2=[N:8][C:7]=1[C:28](=[O:38])[NH:29][CH2:30][C:31]1[CH:36]=[CH:35][C:34]([F:37])=[CH:33][CH:32]=1)[CH2:14][CH2:13]3)(=[O:3])=[O:4]. (5) Given the reactants [CH2:1]([O:3][C:4](=[O:23])[CH2:5][CH2:6][C:7]1[CH:12]=[CH:11][CH:10]=[C:9]([NH:13][C:14]([C:16]2[CH:21]=[CH:20][CH:19]=[C:18](Br)[N:17]=2)=[O:15])[CH:8]=1)[CH3:2].[C:24]1(B(O)O)[CH:29]=[CH:28][CH:27]=[CH:26][CH:25]=1, predict the reaction product. The product is: [CH2:1]([O:3][C:4](=[O:23])[CH2:5][CH2:6][C:7]1[CH:12]=[CH:11][CH:10]=[C:9]([NH:13][C:14]([C:16]2[CH:21]=[CH:20][CH:19]=[C:18]([C:24]3[CH:29]=[CH:28][CH:27]=[CH:26][CH:25]=3)[N:17]=2)=[O:15])[CH:8]=1)[CH3:2]. (6) Given the reactants [Cl:1][C:2]1[CH:7]=[CH:6][CH:5]=[C:4]([Cl:8])[C:3]=1[C:9]1[C:18]2[O:17][CH:16]([CH2:19][N:20]3[C:28](=[O:29])[C:27]4[C:22](=[CH:23][CH:24]=[CH:25][CH:26]=4)[C:21]3=[O:30])[CH2:15][S:14][C:13]=2[CH:12]=[C:11]([F:31])[CH:10]=1.C1C=C(Cl)C=C(C(OO)=[O:40])C=1, predict the reaction product. The product is: [Cl:8][C:4]1[CH:5]=[CH:6][CH:7]=[C:2]([Cl:1])[C:3]=1[C:9]1[C:18]2[O:17][CH:16]([CH2:19][N:20]3[C:28](=[O:29])[C:27]4[C:22](=[CH:23][CH:24]=[CH:25][CH:26]=4)[C:21]3=[O:30])[CH2:15][S:14](=[O:40])[C:13]=2[CH:12]=[C:11]([F:31])[CH:10]=1. (7) Given the reactants [C:1]([O-])(=O)CC(CC([O-])=O)(C([O-])=O)O.[CH2:14]([N:16]1[CH2:21][CH2:20][C:19]([C:38]2[CH:43]=[CH:42][C:41]([F:44])=[CH:40][CH:39]=2)([CH2:22][NH:23][C:24]([C:26]2[C:35]3[C:30](=[CH:31][CH:32]=[CH:33][CH:34]=3)[CH:29]=[C:28]([C:36]#[N:37])[CH:27]=2)=[O:25])[CH2:18][CH2:17]1)[CH3:15], predict the reaction product. The product is: [CH2:14]([N:16]1[CH2:17][CH2:18][C:19]([C:38]2[CH:43]=[CH:42][C:41]([F:44])=[CH:40][CH:39]=2)([CH2:22][N:23]([CH3:1])[C:24]([C:26]2[C:35]3[C:30](=[CH:31][CH:32]=[CH:33][CH:34]=3)[CH:29]=[C:28]([C:36]#[N:37])[CH:27]=2)=[O:25])[CH2:20][CH2:21]1)[CH3:15].